Dataset: Catalyst prediction with 721,799 reactions and 888 catalyst types from USPTO. Task: Predict which catalyst facilitates the given reaction. (1) Reactant: Cl[C:2]1[C:11]([C:12]([OH:14])=[O:13])=[CH:10][C:9]2[C:4](=[CH:5][CH:6]=[C:7]([Cl:15])[CH:8]=2)[N:3]=1.[NH2:16][C@@H:17]([CH2:21][C:22]1[CH:27]=[CH:26][C:25]([O:28][C:29]2[CH:34]=[CH:33][CH:32]=[C:31]([CH3:35])[N:30]=2)=[CH:24][CH:23]=1)[C:18]([OH:20])=[O:19]. Product: [C:18]([C@@H:17]([NH:16][C:2]1[C:11]([C:12]([OH:14])=[O:13])=[CH:10][C:9]2[C:4](=[CH:5][CH:6]=[C:7]([Cl:15])[CH:8]=2)[N:3]=1)[CH2:21][C:22]1[CH:23]=[CH:24][C:25]([O:28][C:29]2[CH:34]=[CH:33][CH:32]=[C:31]([CH3:35])[N:30]=2)=[CH:26][CH:27]=1)([OH:20])=[O:19]. The catalyst class is: 16. (2) Reactant: [Br:1][C:2]1[CH:3]=[C:4]([N:8]2[C:16]3[CH:15]=[C:14](Cl)[N:13]=[CH:12][C:11]=3[C:10]([C:18]([O:20]C)=[O:19])=[N:9]2)[CH:5]=[CH:6][CH:7]=1.[CH3:22][O-:23].[Na+].[OH-].[Na+]. Product: [Br:1][C:2]1[CH:3]=[C:4]([N:8]2[C:16]3[CH:15]=[C:14]([O:23][CH3:22])[N:13]=[CH:12][C:11]=3[C:10]([C:18]([OH:20])=[O:19])=[N:9]2)[CH:5]=[CH:6][CH:7]=1. The catalyst class is: 9.